From a dataset of Retrosynthesis with 50K atom-mapped reactions and 10 reaction types from USPTO. Predict the reactants needed to synthesize the given product. (1) Given the product O=C(O)c1cn(C2CC2)c2c(Cl)c(N3CCC(CNCCF)C3)c(F)cc2c1=O, predict the reactants needed to synthesize it. The reactants are: FCCNCC1CCNC1.O=C(O)c1cn(C2CC2)c2c(Cl)c(F)c(F)cc2c1=O. (2) Given the product c1ccc(-c2cc3c(cn2)CCCN3c2ccnc(NC3CCNCC3)n2)cc1, predict the reactants needed to synthesize it. The reactants are: CC(C)(C)OC(=O)N1CCC(Nc2nccc(N3CCCc4cnc(-c5ccccc5)cc43)n2)CC1. (3) Given the product Cn1c(=O)c(NC(=O)C2CCCC(NC(=O)OCc3ccccc3)C2)c(N)c2ccccc21, predict the reactants needed to synthesize it. The reactants are: Cn1c(=O)c(N)c(N)c2ccccc21.O=C(NC1CCCC(C(=O)O)C1)OCc1ccccc1. (4) Given the product COC(=O)C1(c2ccc(Br)cc2[N+](=O)[O-])CO1, predict the reactants needed to synthesize it. The reactants are: C=C(C(=O)OC)c1ccc(Br)cc1[N+](=O)[O-].O=C(OO)c1cccc(Cl)c1. (5) Given the product N#CCCc1ccc(OCC#N)cc1, predict the reactants needed to synthesize it. The reactants are: N#CCBr.N#CCCc1ccc(O)cc1. (6) Given the product O=C1CCCCC1n1cnc2ccc(OCc3ccccc3)nc21, predict the reactants needed to synthesize it. The reactants are: O=C1CCCCC1Cl.c1ccc(COc2ccc3nc[nH]c3n2)cc1.